The task is: Predict the reactants needed to synthesize the given product.. This data is from Full USPTO retrosynthesis dataset with 1.9M reactions from patents (1976-2016). Given the product [F:1][C:2]1[CH:3]=[C:4]2[C:8](=[CH:9][C:10]=1[F:11])[NH:7][CH2:6][CH2:5]2, predict the reactants needed to synthesize it. The reactants are: [F:1][C:2]1[CH:3]=[C:4]2[C:8](=[CH:9][C:10]=1[F:11])[NH:7][C:6](=O)[CH2:5]2.B.CO.Cl.